This data is from Reaction yield outcomes from USPTO patents with 853,638 reactions. The task is: Predict the reaction yield, written as a fraction of the theoretical maximum amount of product (1.0 means a 100% yield; for example, 0.34 means a 34% yield). (1) The reactants are [Br:1][C:2]1[S:3][C:4]([CH2:7]Cl)=[CH:5][CH:6]=1.[CH2:9]([O:11][P:12]([O:16]CC)[O:13][CH2:14][CH3:15])[CH3:10]. No catalyst specified. The product is [CH2:9]([O:11][P:12]([CH2:7][C:4]1[S:3][C:2]([Br:1])=[CH:6][CH:5]=1)(=[O:16])[O:13][CH2:14][CH3:15])[CH3:10]. The yield is 0.903. (2) The reactants are O=[C:2]([CH2:8][C:9](=O)[CH3:10])[C:3]([O:5][CH2:6][CH3:7])=[O:4].[CH:12]([NH:15][NH2:16])([CH3:14])[CH3:13]. The catalyst is C(O)(=O)C. The product is [CH:12]([N:15]1[C:9]([CH3:10])=[CH:8][C:2]([C:3]([O:5][CH2:6][CH3:7])=[O:4])=[N:16]1)([CH3:14])[CH3:13]. The yield is 0.310.